This data is from Forward reaction prediction with 1.9M reactions from USPTO patents (1976-2016). The task is: Predict the product of the given reaction. (1) The product is: [CH:1]1[CH:2]=[CH:3][N:4]2[CH2:10][C:9]3[CH:11]=[CH:12][CH:13]=[CH:14][C:8]=3[N:7]([C:15]([C:17]3[CH:18]=[CH:19][C:20]([C:38]4[CH:43]([CH3:44])[CH2:42][CH2:41][CH2:40][C:39]=4[CH3:45])=[CH:21][CH:22]=3)=[O:16])[CH2:6][C:5]=12. Given the reactants [CH:1]1[CH:2]=[CH:3][N:4]2[CH2:10][C:9]3[CH:11]=[CH:12][CH:13]=[CH:14][C:8]=3[N:7]([C:15]([C:17]3[CH:22]=[CH:21][C:20](B4OC(C)(C)C(C)(C)O4)=[CH:19][CH:18]=3)=[O:16])[CH2:6][C:5]=12.FC(F)(F)S(O[C:38]1[CH:43]([CH3:44])[CH2:42][CH2:41][CH2:40][C:39]=1[CH3:45])(=O)=O, predict the reaction product. (2) Given the reactants C(O)=O.[NH2:4][CH2:5][CH2:6][C:7]1[CH:26]=[CH:25][C:10]([NH:11][CH:12]2[CH2:17][CH2:16][N:15]([C:18]([N:20]([CH2:23][CH3:24])[CH2:21][CH3:22])=[O:19])[CH2:14][CH2:13]2)=[CH:9][CH:8]=1.[SiH4].C([Si]([O:45][C:46]1[CH:51]=[CH:50][C:49]([O:52][CH2:53][CH:54]2[CH2:56][O:55]2)=[CH:48][CH:47]=1)(C1C=CC=CC=1)C1C=CC=CC=1)(C)(C)C, predict the reaction product. The product is: [CH2:21]([N:20]([CH2:23][CH3:24])[C:18]([N:15]1[CH2:16][CH2:17][CH:12]([NH:11][C:10]2[CH:9]=[CH:8][C:7]([CH2:6][CH2:5][NH:4][CH2:56][C@H:54]([OH:55])[CH2:53][O:52][C:49]3[CH:50]=[CH:51][C:46]([OH:45])=[CH:47][CH:48]=3)=[CH:26][CH:25]=2)[CH2:13][CH2:14]1)=[O:19])[CH3:22]. (3) Given the reactants [C:1](F)(F)([C:12](F)(F)[C:13](F)(F)F)[C:2](F)(F)[C:3](F)(F)[C:4](F)(F)F.[Br:21]/[CH:22]=[CH:23]/[C:24]1[CH:29]=[CH:28][CH:27]=[CH:26][CH:25]=1.C1([Zn]I)C=CC=CC=1, predict the reaction product. The product is: [C:1]1(/[CH:22]=[CH:23]/[C:24]2[CH:29]=[CH:28][CH:27]=[CH:26][CH:25]=2)[CH:12]=[CH:13][CH:4]=[CH:3][CH:2]=1.[Br:21]/[CH:22]=[CH:23]/[C:24]1[CH:29]=[CH:28][CH:27]=[CH:26][CH:25]=1. (4) Given the reactants [N+:1]([C:4]1[CH:23]=[CH:22][C:7]([O:8][CH:9]2[CH2:14][CH2:13][N:12]([C:15]([O:17][C:18]([CH3:21])([CH3:20])[CH3:19])=[O:16])[CH2:11][CH2:10]2)=[C:6]([C:24]([F:27])([F:26])[F:25])[CH:5]=1)([O-])=O, predict the reaction product. The product is: [NH2:1][C:4]1[CH:23]=[CH:22][C:7]([O:8][CH:9]2[CH2:10][CH2:11][N:12]([C:15]([O:17][C:18]([CH3:20])([CH3:21])[CH3:19])=[O:16])[CH2:13][CH2:14]2)=[C:6]([C:24]([F:27])([F:25])[F:26])[CH:5]=1.